From a dataset of Full USPTO retrosynthesis dataset with 1.9M reactions from patents (1976-2016). Predict the reactants needed to synthesize the given product. (1) Given the product [Cl:1][C:2]1[CH:3]=[N:4][C:5]2[N:6]([N:8]=[C:9]([C:11]([N:28]3[CH2:27][CH2:26][N:25]4[C:21]([C:20]5[C:15]([F:14])=[N:16][CH:17]=[CH:18][CH:19]=5)=[N:22][N:23]=[C:24]4[CH2:29]3)=[O:13])[CH:10]=2)[CH:7]=1, predict the reactants needed to synthesize it. The reactants are: [Cl:1][C:2]1[CH:3]=[N:4][C:5]2[N:6]([N:8]=[C:9]([C:11]([OH:13])=O)[CH:10]=2)[CH:7]=1.[F:14][C:15]1[C:20]([C:21]2[N:25]3[CH2:26][CH2:27][NH:28][CH2:29][C:24]3=[N:23][N:22]=2)=[CH:19][CH:18]=[CH:17][N:16]=1. (2) Given the product [Cl:1][C:2]1[CH:3]=[C:4]2[C:5]([CH:6]=[N:12][NH:13]2)=[CH:8][CH:9]=1, predict the reactants needed to synthesize it. The reactants are: [Cl:1][C:2]1[CH:9]=[CH:8][C:5]([CH:6]=O)=[C:4](F)[CH:3]=1.O.[NH2:12][NH2:13]. (3) Given the product [NH2:7][C@@H:8]([C@@H:9]([CH3:12])[CH2:10][CH3:11])[CH2:13][N:14]([C:27]1[CH:28]=[CH:29][C:30]([O:33][CH2:60][CH:58]2[CH2:57][CH2:56][CH2:55]2)=[CH:31][CH:32]=1)[C:15]([C@@H:17]1[CH2:19][C@H:18]1[C:20]1[CH:25]=[CH:24][C:23]([F:26])=[CH:22][N:21]=1)=[O:16], predict the reactants needed to synthesize it. The reactants are: C(OC(=O)[NH:7][C@H:8]([CH2:13][N:14]([C:27]1[CH:32]=[CH:31][C:30]([O:33][Si](C(C)(C)C)(C)C)=[CH:29][CH:28]=1)[C:15]([C@@H:17]1[CH2:19][C@H:18]1[C:20]1[CH:25]=[CH:24][C:23]([F:26])=[CH:22][N:21]=1)=[O:16])[C@@H:9]([CH3:12])[CH2:10][CH3:11])(C)(C)C.[CH3:55][CH2:56][CH2:57][CH2:58][N+]([CH2:55][CH2:56][CH2:57][CH3:58])([CH2:55][CH2:56][CH2:57][CH3:58])[CH2:55][CH2:56][CH2:57][CH3:58].[F-].[CH2:60]1COCC1. (4) Given the product [NH2:45][C:40]1[CH:41]=[CH:42][CH:43]=[CH:44][C:39]=1[S:36]([NH:35][CH2:34][C:33]1[CH:32]=[CH:31][C:30]([O:29][CH3:28])=[CH:49][CH:48]=1)(=[O:37])=[O:38], predict the reactants needed to synthesize it. The reactants are: C(OC(=O)C1C=CC(CNS(C2C=CC=CC=2[N+]([O-])=O)(=O)=O)=CC=1)(C)(C)C.[CH3:28][O:29][C:30]1[CH:49]=[CH:48][C:33]([CH2:34][NH:35][S:36]([C:39]2[CH:44]=[CH:43][CH:42]=[CH:41][C:40]=2[N+:45]([O-])=O)(=[O:38])=[O:37])=[CH:32][CH:31]=1. (5) Given the product [C:1]([C:5]1[S:9][C:8]([C:10]([O:12][CH3:13])=[O:11])=[C:7]([N:14]([C:37]([C@H:34]2[CH2:35][CH2:36][C@H:31]([CH3:30])[CH2:32][CH2:33]2)=[O:38])[CH2:15][C:16]([N:18]2[CH2:23][CH2:22][O:21][CH2:20][CH2:19]2)=[O:17])[CH:6]=1)#[C:2][CH2:3][CH3:4], predict the reactants needed to synthesize it. The reactants are: [C:1]([C:5]1[S:9][C:8]([C:10]([O:12][CH3:13])=[O:11])=[C:7]([NH:14][CH2:15][C:16]([N:18]2[CH2:23][CH2:22][O:21][CH2:20][CH2:19]2)=[O:17])[CH:6]=1)#[C:2][CH2:3][CH3:4].N1C=CC=CC=1.[CH3:30][C@H:31]1[CH2:36][CH2:35][C@H:34]([C:37](Cl)=[O:38])[CH2:33][CH2:32]1. (6) Given the product [NH2:7][C:8]1([C:12]2[CH:13]=[CH:14][C:15]([C:18]3[N:22]=[C:21]([C:23]4[CH:28]=[CH:27][C:26]([O:29][CH:30]([CH3:32])[CH3:31])=[C:25]([CH:24]=4)[C:33]#[N:34])[O:20][N:19]=3)=[CH:16][CH:17]=2)[CH2:9][O:10][CH2:11]1, predict the reactants needed to synthesize it. The reactants are: C(OC(=O)[NH:7][C:8]1([C:12]2[CH:17]=[CH:16][C:15]([C:18]3[N:22]=[C:21]([C:23]4[CH:28]=[CH:27][C:26]([O:29][CH:30]([CH3:32])[CH3:31])=[C:25]([C:33]#[N:34])[CH:24]=4)[O:20][N:19]=3)=[CH:14][CH:13]=2)[CH2:11][O:10][CH2:9]1)(C)(C)C.C(O)(C(F)(F)F)=O.Cl.